Dataset: Catalyst prediction with 721,799 reactions and 888 catalyst types from USPTO. Task: Predict which catalyst facilitates the given reaction. (1) Reactant: [CH3:1][N:2]1[CH:6]=[C:5]([C:7]2[NH:26][C:10]3=[N:11][CH:12]=[CH:13][C:14]([C:15]4[C:20]5[CH2:21][O:22]C(=O)[NH:24][C:19]=5[CH:18]=[CH:17][CH:16]=4)=[C:9]3[N:8]=2)[CH:4]=[N:3]1.[OH-].[Na+]. Product: [NH2:24][C:19]1[CH:18]=[CH:17][CH:16]=[C:15]([C:14]2[CH:13]=[CH:12][N:11]=[C:10]3[NH:26][C:7]([C:5]4[CH:4]=[N:3][N:2]([CH3:1])[CH:6]=4)=[N:8][C:9]=23)[C:20]=1[CH2:21][OH:22]. The catalyst class is: 40. (2) Reactant: [CH3:1][C:2]1[C:3]2[N:4]([C:8]([N:11]3[CH2:16][CH2:15][N:14]([CH:17]4[CH2:22][CH2:21][N:20]([C:23](=[O:25])[CH3:24])[CH2:19][CH2:18]4)[CH2:13][CH2:12]3)=[N:9][CH:10]=2)[CH:5]=[CH:6][N:7]=1.[Br:26]N1C(=O)CCC1=O.O. Product: [Br:26][C:10]1[N:9]=[C:8]([N:11]2[CH2:12][CH2:13][N:14]([CH:17]3[CH2:22][CH2:21][N:20]([C:23](=[O:25])[CH3:24])[CH2:19][CH2:18]3)[CH2:15][CH2:16]2)[N:4]2[CH:5]=[CH:6][N:7]=[C:2]([CH3:1])[C:3]=12. The catalyst class is: 4.